From a dataset of Catalyst prediction with 721,799 reactions and 888 catalyst types from USPTO. Predict which catalyst facilitates the given reaction. (1) Reactant: C([O:5][C:6]([C:8]1[CH:13]=[C:12](OC2C(OC)=CC(NC)=C(N)C=2)[CH:11]=[CH:10][N:9]=1)=[O:7])(C)(C)C.NC(N)=S.IC.C(OC(C1C=C([O:45][C:46]2[CH:63]=[CH:62][C:49]3[N:50]([CH3:61])[C:51]([NH:53][C:54]4[CH:59]=[CH:58][C:57]([Cl:60])=[CH:56][CH:55]=4)=[N:52][C:48]=3[CH:47]=2)C=CN=1)=O)(C)(C)C.FC(F)(F)[C:66](O)=[O:67]. Product: [Cl:60][C:57]1[CH:56]=[CH:55][C:54]([NH:53][C:51]2[N:50]([CH3:61])[C:49]3[CH:62]=[C:63]([O:67][CH3:66])[C:46]([O:45][C:8]4([C:6]([OH:7])=[O:5])[CH:13]=[CH:12][CH:11]=[CH:10][NH:9]4)=[CH:47][C:48]=3[N:52]=2)=[CH:59][CH:58]=1. The catalyst class is: 100. (2) Reactant: [Na].[CH3:2][S:3]([N:6]1[CH2:11][CH2:10][CH:9]([NH:12][C:13]2[N:18]=[C:17]([NH:19][C:20]3[CH:25]=[CH:24][CH:23]=[C:22]([C:26]([F:29])([F:28])[F:27])[CH:21]=3)[N:16]=[C:15](Cl)[N:14]=2)[CH2:8][CH2:7]1)(=[O:5])=[O:4].[N:31]1[CH:36]=[CH:35][CH:34]=[CH:33][C:32]=1[CH2:37][OH:38]. Product: [CH3:2][S:3]([N:6]1[CH2:11][CH2:10][CH:9]([NH:12][C:13]2[N:18]=[C:17]([NH:19][C:20]3[CH:25]=[CH:24][CH:23]=[C:22]([C:26]([F:29])([F:28])[F:27])[CH:21]=3)[N:16]=[C:15]([O:38][CH2:37][C:32]3[CH:33]=[CH:34][CH:35]=[CH:36][N:31]=3)[N:14]=2)[CH2:8][CH2:7]1)(=[O:5])=[O:4]. The catalyst class is: 20. (3) Reactant: [C:1]([C:5]1[N-:6][C:7]([C:15]([CH3:19])([CH3:18])[CH2:16][CH3:17])=[C:8]([C:10]([CH3:14])([CH3:13])[CH2:11][CH3:12])[N:9]=1)([CH3:4])([CH3:3])[CH3:2].[K+].[Cl-].CC1[C-](C)C(C)=C(C)C=1C.[Ru+2:32]. Product: [C:1]([C:5]1[N-:9][C:8]([C:10]([CH3:13])([CH3:14])[CH2:11][CH3:12])=[C:7]([C:15]([CH3:19])([CH3:18])[CH2:16][CH3:17])[N:6]=1)([CH3:4])([CH3:3])[CH3:2].[Ru+3:32].[C:1]([C:5]1[N-:9][C:8]([C:10]([CH3:13])([CH3:14])[CH2:11][CH3:12])=[C:7]([C:15]([CH3:19])([CH3:18])[CH2:16][CH3:17])[N:6]=1)([CH3:4])([CH3:3])[CH3:2].[C:1]([C:5]1[N-:9][C:8]([C:10]([CH3:13])([CH3:14])[CH2:11][CH3:12])=[C:7]([C:15]([CH3:19])([CH3:18])[CH2:16][CH3:17])[N:6]=1)([CH3:4])([CH3:3])[CH3:2]. The catalyst class is: 1. (4) The catalyst class is: 2. Product: [O:1]=[C:2]([C:25]1[CH:30]=[CH:29][N:28]=[CH:27][CH:26]=1)[CH:3]([C:7]1[CH:8]=[CH:9][C:10]([O:13][CH2:14][C:15]2[CH:24]=[CH:23][C:22]3[C:17](=[CH:18][CH:19]=[CH:20][CH:21]=3)[N:16]=2)=[CH:11][CH:12]=1)[C:4]([O:6][CH3:31])=[O:5]. Reactant: [OH:1][CH:2]([C:25]1[CH:30]=[CH:29][N:28]=[CH:27][CH:26]=1)[CH:3]([C:7]1[CH:12]=[CH:11][C:10]([O:13][CH2:14][C:15]2[CH:24]=[CH:23][C:22]3[C:17](=[CH:18][CH:19]=[CH:20][CH:21]=3)[N:16]=2)=[CH:9][CH:8]=1)[C:4]([O-:6])=[O:5].[CH3:31]C(OI1(OC(C)=O)(OC(C)=O)OC(=O)C2C=CC=CC1=2)=O.